Predict the reactants needed to synthesize the given product. From a dataset of Full USPTO retrosynthesis dataset with 1.9M reactions from patents (1976-2016). (1) Given the product [Cl:12][C:9]1[CH:10]=[C:11]2[C:6](=[CH:7][CH:8]=1)[N:5]=[C:4]([C:13]1[CH:14]=[N:15][CH:16]=[CH:17][CH:18]=1)[N:3]=[C:2]2[NH:19][C:20]1[CH:32]=[CH:31][CH:30]=[CH:29][C:21]=1[C:22]([NH:24][CH2:25][CH:26]1[CH2:28][CH2:27]1)=[O:23], predict the reactants needed to synthesize it. The reactants are: Cl[C:2]1[C:11]2[C:6](=[CH:7][CH:8]=[C:9]([Cl:12])[CH:10]=2)[N:5]=[C:4]([C:13]2[CH:14]=[N:15][CH:16]=[CH:17][CH:18]=2)[N:3]=1.[NH2:19][C:20]1[CH:32]=[CH:31][CH:30]=[CH:29][C:21]=1[C:22]([NH:24][CH2:25][CH:26]1[CH2:28][CH2:27]1)=[O:23]. (2) The reactants are: F[C:2]1[CH:3]=[C:4]([N+:8]([O-:10])=[O:9])[CH:5]=[CH:6][CH:7]=1.[NH:11]1[CH2:16][CH2:15][NH:14][CH2:13][CH2:12]1.O. Given the product [N+:8]([C:4]1[CH:3]=[C:2]([N:11]2[CH2:16][CH2:15][NH:14][CH2:13][CH2:12]2)[CH:7]=[CH:6][CH:5]=1)([O-:10])=[O:9], predict the reactants needed to synthesize it.